From a dataset of Reaction yield outcomes from USPTO patents with 853,638 reactions. Predict the reaction yield, written as a fraction of the theoretical maximum amount of product (1.0 means a 100% yield; for example, 0.34 means a 34% yield). The reactants are [Cl:1][C:2]1[S:6][C:5]([CH:7]=[C:8]2[C:12](=[O:13])[O:11][C:10]([CH3:14])=[N:9]2)=[CH:4][CH:3]=1.[OH-:15].[Na+]. The catalyst is CO.O.C(Cl)Cl. The product is [C:10]([NH:9][C:8](=[CH:7][C:5]1[S:6][C:2]([Cl:1])=[CH:3][CH:4]=1)[C:12]([OH:11])=[O:13])(=[O:15])[CH3:14]. The yield is 0.750.